This data is from Forward reaction prediction with 1.9M reactions from USPTO patents (1976-2016). The task is: Predict the product of the given reaction. Given the reactants [CH2:1]([O:3][C:4](=[O:30])[C@@H:5]([O:27][CH2:28][CH3:29])[CH2:6][C:7]1[CH:12]=[CH:11][C:10]([O:13][CH2:14][CH2:15][C:16]2[CH:21]=[CH:20][C:19]([NH:22][S:23]([CH3:26])(=[O:25])=[O:24])=[CH:18][CH:17]=2)=[CH:9][CH:8]=1)[CH3:2].I[CH3:32].[H-].[Na+], predict the reaction product. The product is: [CH2:1]([O:3][C:4](=[O:30])[C@@H:5]([O:27][CH2:28][CH3:29])[CH2:6][C:7]1[CH:8]=[CH:9][C:10]([O:13][CH2:14][CH2:15][C:16]2[CH:21]=[CH:20][C:19]([N:22]([S:23]([CH3:26])(=[O:25])=[O:24])[CH3:32])=[CH:18][CH:17]=2)=[CH:11][CH:12]=1)[CH3:2].